This data is from Forward reaction prediction with 1.9M reactions from USPTO patents (1976-2016). The task is: Predict the product of the given reaction. (1) Given the reactants O1CCCCC1[N:7]1[C:15]2[C:10](=[CH:11][C:12]([C:16]3[N:20]=[CH:19][N:18](C(C4C=CC=CC=4)(C4C=CC=CC=4)C4C=CC=CC=4)[N:17]=3)=[CH:13][CH:14]=2)[C:9]([C:40]2[CH:41]=[C:42]([NH:46][C:47](=[O:51])[CH2:48][CH2:49][CH3:50])[CH:43]=[CH:44][CH:45]=2)=[N:8]1, predict the reaction product. The product is: [NH:18]1[CH:19]=[N:20][C:16]([C:12]2[CH:11]=[C:10]3[C:15](=[CH:14][CH:13]=2)[NH:7][N:8]=[C:9]3[C:40]2[CH:41]=[C:42]([NH:46][C:47](=[O:51])[CH2:48][CH2:49][CH3:50])[CH:43]=[CH:44][CH:45]=2)=[N:17]1. (2) Given the reactants [CH3:1][O:2][CH2:3][CH2:4][NH2:5].[Cl:6][C:7]1[CH:12]=[C:11]([Cl:13])[C:10]([C:14]([F:17])([F:16])[F:15])=[CH:9][N:8]=1, predict the reaction product. The product is: [Cl:6][C:7]1[CH:12]=[C:11]([NH:5][CH2:4][CH2:3][O:2][CH3:1])[C:10]([C:14]([F:15])([F:16])[F:17])=[CH:9][N:8]=1.[Cl:13][C:11]1[C:10]([C:14]([F:17])([F:15])[F:16])=[CH:9][N:8]=[C:7]([NH:5][CH2:4][CH2:3][O:2][CH3:1])[CH:12]=1. (3) Given the reactants Cl[C:2]1[CH:3]=[CH:4][N:5]2[C:10]([C:11]=1[CH3:12])=[C:9]([CH:13]1[CH2:15][CH2:14]1)[CH:8]=[C:7]([C:16]([O:18][CH3:19])=[O:17])[C:6]2=[O:20].[C:21]([C:23]1[CH:28]=[CH:27][C:26](B(O)O)=[CH:25][C:24]=1[F:32])#[N:22], predict the reaction product. The product is: [C:21]([C:23]1[CH:28]=[CH:27][C:26]([C:2]2[CH:3]=[CH:4][N:5]3[C:10]([C:11]=2[CH3:12])=[C:9]([CH:13]2[CH2:15][CH2:14]2)[CH:8]=[C:7]([C:16]([O:18][CH3:19])=[O:17])[C:6]3=[O:20])=[CH:25][C:24]=1[F:32])#[N:22].